Task: Predict the reaction yield, written as a fraction of the theoretical maximum amount of product (1.0 means a 100% yield; for example, 0.34 means a 34% yield).. Dataset: Reaction yield outcomes from USPTO patents with 853,638 reactions The reactants are [Cl:1][C:2]1[CH:3]=[C:4]([C:8]2[O:12][N:11]=[C:10]([CH2:13][CH:14]3[CH2:19][CH2:18][CH2:17][NH:16][C:15]3=O)[N:9]=2)[CH:5]=[CH:6][CH:7]=1.[C:21]([NH:29][NH2:30])(=O)[C:22]1[CH:27]=[CH:26][N:25]=[CH:24][CH:23]=1. The catalyst is C(Cl)Cl. The product is [Cl:1][C:2]1[CH:3]=[C:4]([C:8]2[O:12][N:11]=[C:10]([CH2:13][CH:14]3[CH2:19][CH2:18][CH2:17][N:16]4[C:21]([C:22]5[CH:27]=[CH:26][N:25]=[CH:24][CH:23]=5)=[N:29][N:30]=[C:15]34)[N:9]=2)[CH:5]=[CH:6][CH:7]=1. The yield is 0.200.